The task is: Predict the product of the given reaction.. This data is from Forward reaction prediction with 1.9M reactions from USPTO patents (1976-2016). (1) The product is: [CH3:29][C:23]1[C:22]([N:12]2[CH:13]=[CH:14][C:10]([C:7]3[CH:8]=[CH:9][C:2]([CH3:1])=[C:3]([CH:6]=3)[C:4]#[N:5])=[N:11]2)=[CH:27][CH:26]=[C:25]([CH3:28])[N:24]=1. Given the reactants [CH3:1][C:2]1[CH:9]=[CH:8][C:7]([C:10]2[CH:14]=[CH:13][NH:12][N:11]=2)=[CH:6][C:3]=1[C:4]#[N:5].C(=O)([O-])[O-].[K+].[K+].Br[C:22]1[C:23]([CH3:29])=[N:24][C:25]([CH3:28])=[CH:26][CH:27]=1.CNC1CCCCC1NC, predict the reaction product. (2) The product is: [OH:24][CH:23]([C:31]1[CH:32]=[CH:33][CH:34]=[CH:35][CH:36]=1)[C:22]([NH:21][C:17]1[CH:18]=[N:19][CH:20]=[C:15]([C:13]([C:6]2[C:7]3[CH:12]=[N:11][CH:10]=[N:9][C:8]=3[N:4]([CH:1]([CH3:3])[CH3:2])[CH:5]=2)=[O:14])[CH:16]=1)=[O:37]. Given the reactants [CH:1]([N:4]1[C:8]2[N:9]=[CH:10][N:11]=[CH:12][C:7]=2[C:6]([C:13]([C:15]2[CH:16]=[C:17]([NH:21][C:22](=[O:37])[CH:23]([C:31]3[CH:36]=[CH:35][CH:34]=[CH:33][CH:32]=3)[O:24]C3CCCCO3)[CH:18]=[N:19][CH:20]=2)=[O:14])=[CH:5]1)([CH3:3])[CH3:2].Cl.O1CCOCC1, predict the reaction product. (3) Given the reactants [C:1]([OH:13])(=[O:12])[CH2:2][C:3]([CH2:8][C:9]([OH:11])=[O:10])([C:5]([OH:7])=[O:6])[OH:4].O.[C:15]([O-:27])(=[O:26])[CH2:16][C:17]([CH2:22][C:23]([O-:25])=[O:24])([C:19]([O-:21])=[O:20])[OH:18].[K+:28].[K+].[K+], predict the reaction product. The product is: [C:1]([O-:13])(=[O:12])[CH2:2][C:3]([CH2:8][C:9]([O-:11])=[O:10])([C:5]([O-:7])=[O:6])[OH:4].[K+:28].[K+:28].[K+:28].[C:15]([OH:27])(=[O:26])[CH2:16][C:17]([CH2:22][C:23]([OH:25])=[O:24])([C:19]([OH:21])=[O:20])[OH:18]. (4) Given the reactants FC(F)(F)C(O)=O.[CH2:8]([C@@:15]12[CH2:25][CH2:24][C@@:23]([CH2:27][CH3:28])([OH:26])[CH2:22][C@@H:21]1[CH:20](O)[O:19][CH2:18][C:17]1[CH:30]=[C:31]([C:34]([NH:36][C:37]3[C:38]([CH3:43])=[N:39][CH:40]=[CH:41][CH:42]=3)=[O:35])[CH:32]=[CH:33][C:16]2=1)[C:9]1[CH:14]=[CH:13][CH:12]=[CH:11][CH:10]=1.C([SiH](CC)CC)C.C([O-])(O)=O.[Na+], predict the reaction product. The product is: [CH2:8]([C@@:15]12[CH2:25][CH2:24][C@@:23]([CH2:27][CH3:28])([OH:26])[CH2:22][C@@H:21]1[CH2:20][O:19][CH2:18][C:17]1[CH:30]=[C:31]([C:34]([NH:36][C:37]3[C:38]([CH3:43])=[N:39][CH:40]=[CH:41][CH:42]=3)=[O:35])[CH:32]=[CH:33][C:16]2=1)[C:9]1[CH:14]=[CH:13][CH:12]=[CH:11][CH:10]=1. (5) Given the reactants [Cl:1][C:2]1[CH:7]=[C:6]([F:8])[C:5]([CH3:9])=[CH:4][C:3]=1[NH:10][NH2:11].O.Cl.[NH:14]1[CH2:19][CH2:18][C:17](=O)[CH2:16][CH2:15]1, predict the reaction product. The product is: [ClH:1].[Cl:1][C:2]1[CH:7]=[C:6]([F:8])[C:5]([CH3:9])=[CH:4][C:3]=1[NH:10][N:11]=[C:17]1[CH2:18][CH2:19][NH:14][CH2:15][CH2:16]1. (6) Given the reactants [CH2:1]([N:3]([CH2:46][CH3:47])[C:4]1[CH:9]=[CH:8][C:7]([NH:10][C:11]([C:13]2[CH:14]=[C:15]([CH:23]=[CH:24][CH:25]=2)[C:16]([O:18]C(C)(C)C)=[O:17])=[O:12])=[C:6]([C:26]2[CH:31]=[C:30]([C:32](=[O:45])[NH:33][CH2:34][C:35]3[CH:40]=[CH:39][CH:38]=[C:37]([C:41]([F:44])([F:43])[F:42])[CH:36]=3)[CH:29]=[CH:28][N:27]=2)[CH:5]=1)[CH3:2].Cl, predict the reaction product. The product is: [CH2:46]([N:3]([CH2:1][CH3:2])[C:4]1[CH:9]=[CH:8][C:7]([NH:10][C:11]([C:13]2[CH:14]=[C:15]([CH:23]=[CH:24][CH:25]=2)[C:16]([OH:18])=[O:17])=[O:12])=[C:6]([C:26]2[CH:31]=[C:30]([C:32](=[O:45])[NH:33][CH2:34][C:35]3[CH:40]=[CH:39][CH:38]=[C:37]([C:41]([F:42])([F:43])[F:44])[CH:36]=3)[CH:29]=[CH:28][N:27]=2)[CH:5]=1)[CH3:47].